From a dataset of CYP1A2 inhibition data for predicting drug metabolism from PubChem BioAssay. Regression/Classification. Given a drug SMILES string, predict its absorption, distribution, metabolism, or excretion properties. Task type varies by dataset: regression for continuous measurements (e.g., permeability, clearance, half-life) or binary classification for categorical outcomes (e.g., BBB penetration, CYP inhibition). Dataset: cyp1a2_veith. (1) The drug is C=CC[C@@H]1C=C[C@H](O/N=C(\C)CCN2CCCCc3nc(C)c(C)cc32)[C@H](CO)O1. The result is 0 (non-inhibitor). (2) The molecule is CCc1nnc(NS(=O)(=O)c2ccc(N=Cc3c(C)[nH]n(-c4ccc(C)cc4)c3=O)cc2)s1. The result is 0 (non-inhibitor).